Task: Predict the product of the given reaction.. Dataset: Forward reaction prediction with 1.9M reactions from USPTO patents (1976-2016) (1) Given the reactants [OH-].[K+].[CH3:3][C@H:4]1[CH2:13][CH:12]=[CH:11][C:6]2([CH2:10][CH2:9][CH2:8][CH2:7]2)[C@H:5]1[C:14]([O:16]CC)=[O:15].[OH-].[Na+], predict the reaction product. The product is: [CH3:3][CH:4]1[CH2:13][CH:12]=[CH:11][C:6]2([CH2:7][CH2:8][CH2:9][CH2:10]2)[CH:5]1[C:14]([OH:16])=[O:15]. (2) The product is: [F:18][C:19]1[C:20]([F:32])=[C:21]([F:31])[C:22]([F:30])=[C:23]([F:29])[C:24]=1[S:25]([O:8][CH:3]([CH2:4][C:5]([CH3:7])=[CH2:6])[C:2]([F:10])([F:9])[F:1])(=[O:27])=[O:26]. Given the reactants [F:1][C:2]([F:10])([F:9])[CH:3]([OH:8])[CH2:4][C:5]([CH3:7])=[CH2:6].C(N(CC)CC)C.[F:18][C:19]1[C:24]([S:25](Cl)(=[O:27])=[O:26])=[C:23]([F:29])[C:22]([F:30])=[C:21]([F:31])[C:20]=1[F:32], predict the reaction product. (3) Given the reactants [CH2:1]([O:3][C:4](=[O:24])[CH2:5][C:6]1[C:7]2[CH:14]=[CH:13][C:12](B3OC(C)(C)C(C)(C)O3)=[CH:11][C:8]=2[S:9][CH:10]=1)[CH3:2].Br[C:26]1[CH:49]=[CH:48][C:29]([O:30][CH2:31][C:32]2[N:36]([C:37]3[C:42]([Cl:43])=[CH:41][CH:40]=[CH:39][C:38]=3[Cl:44])[N:35]=[CH:34][C:33]=2[CH:45]([CH3:47])[CH3:46])=[CH:28][C:27]=1[CH3:50].N#N.C1(P(C2CCCCC2)C2(OC)CC=CC(OC)=C2C2C=CC=CC=2)CCCCC1.P([O-])([O-])([O-])=O.[K+].[K+].[K+], predict the reaction product. The product is: [CH2:1]([O:3][C:4](=[O:24])[CH2:5][C:6]1[C:7]2[CH:14]=[CH:13][C:12]([C:26]3[CH:49]=[CH:48][C:29]([O:30][CH2:31][C:32]4[N:36]([C:37]5[C:42]([Cl:43])=[CH:41][CH:40]=[CH:39][C:38]=5[Cl:44])[N:35]=[CH:34][C:33]=4[CH:45]([CH3:46])[CH3:47])=[CH:28][C:27]=3[CH3:50])=[CH:11][C:8]=2[S:9][CH:10]=1)[CH3:2]. (4) Given the reactants [C:1]([C:5]1[CH:9]=[C:8]([NH:10][C:11](=[O:36])[NH:12][C:13]2[C:22]3[C:17](=[CH:18][CH:19]=[CH:20][CH:21]=3)[C:16]([O:23][CH2:24][C:25]3[CH:30]=[CH:29][N:28]=[C:27]([NH:31][C:32](=[O:35])[CH2:33]Cl)[CH:26]=3)=[CH:15][CH:14]=2)[N:7]([C:37]2[CH:42]=[CH:41][C:40]([CH3:43])=[CH:39][CH:38]=2)[N:6]=1)([CH3:4])([CH3:3])[CH3:2].CCN(C(C)C)C(C)C.[CH3:53][N:54]1[CH2:59][CH2:58][NH:57][CH2:56][CH2:55]1, predict the reaction product. The product is: [C:1]([C:5]1[CH:9]=[C:8]([NH:10][C:11](=[O:36])[NH:12][C:13]2[C:22]3[C:17](=[CH:18][CH:19]=[CH:20][CH:21]=3)[C:16]([O:23][CH2:24][C:25]3[CH:30]=[CH:29][N:28]=[C:27]([NH:31][C:32](=[O:35])[CH2:33][N:57]4[CH2:58][CH2:59][N:54]([CH3:53])[CH2:55][CH2:56]4)[CH:26]=3)=[CH:15][CH:14]=2)[N:7]([C:37]2[CH:42]=[CH:41][C:40]([CH3:43])=[CH:39][CH:38]=2)[N:6]=1)([CH3:4])([CH3:3])[CH3:2]. (5) Given the reactants C([Li])CCC.[CH2:6]([C@H:13]1[CH2:17][O:16][C:15](=[O:18])[NH:14]1)[C:7]1[CH:12]=[CH:11][CH:10]=[CH:9][CH:8]=1.[CH3:19][C:20]1[CH:30]=[CH:29][C:23]([O:24][CH2:25][C:26](Cl)=[O:27])=[CH:22][CH:21]=1, predict the reaction product. The product is: [CH2:6]([C@H:13]1[CH2:17][O:16][C:15](=[O:18])[N:14]1[C:26](=[O:27])[CH2:25][O:24][C:23]1[CH:29]=[CH:30][C:20]([CH3:19])=[CH:21][CH:22]=1)[C:7]1[CH:8]=[CH:9][CH:10]=[CH:11][CH:12]=1. (6) Given the reactants [C:1]([NH:9][C:10]1[CH:22]=[CH:21][C:13]2[S:14][C:15]([C:17]([O:19]C)=[O:18])=[CH:16][C:12]=2[CH:11]=1)(=[O:8])[C:2]1[CH:7]=[CH:6][CH:5]=[CH:4][CH:3]=1.O.[OH-].[Li+].O, predict the reaction product. The product is: [C:1]([NH:9][C:10]1[CH:22]=[CH:21][C:13]2[S:14][C:15]([C:17]([OH:19])=[O:18])=[CH:16][C:12]=2[CH:11]=1)(=[O:8])[C:2]1[CH:3]=[CH:4][CH:5]=[CH:6][CH:7]=1. (7) Given the reactants OS([O-])=O.[Na+].O[C:7]1[CH:8]=[C:9]2[C:14](=[CH:15][CH:16]=1)[CH:13]=[C:12]([C:17](=[O:19])[CH3:18])[CH:11]=[CH:10]2.[CH3:20][NH:21][CH2:22][CH2:23][OH:24], predict the reaction product. The product is: [OH:24][CH2:23][CH2:22][N:21]([CH3:20])[C:7]1[CH:8]=[C:9]2[C:14](=[CH:15][CH:16]=1)[CH:13]=[C:12]([C:17](=[O:19])[CH3:18])[CH:11]=[CH:10]2. (8) Given the reactants [Br:1][C:2]1[S:10][C:9]2[C:4](=[N:5][CH:6]=[C:7]([C:12]#[N:13])[C:8]=2[Cl:11])[CH:3]=1.[OH:14]S(O)(=O)=O, predict the reaction product. The product is: [Br:1][C:2]1[S:10][C:9]2[C:4](=[N:5][CH:6]=[C:7]([C:12]([NH2:13])=[O:14])[C:8]=2[Cl:11])[CH:3]=1. (9) Given the reactants Cl.[CH2:2]([O:4][C:5](=[O:31])[C:6]([CH3:30])([CH3:29])[CH2:7][CH2:8][CH2:9][CH2:10][CH2:11][C:12]([N+]#[C-])(S(C1C=CC(C)=CC=1)(=O)=O)[CH2:13][CH2:14][CH2:15][CH3:16])[CH3:3].[OH2:32], predict the reaction product. The product is: [CH2:2]([O:4][C:5](=[O:31])[C:6]([CH3:30])([CH3:29])[CH2:7][CH2:8][CH2:9][CH2:10][CH2:11][C:12](=[O:32])[CH2:13][CH2:14][CH2:15][CH3:16])[CH3:3].